Dataset: Reaction yield outcomes from USPTO patents with 853,638 reactions. Task: Predict the reaction yield, written as a fraction of the theoretical maximum amount of product (1.0 means a 100% yield; for example, 0.34 means a 34% yield). (1) The reactants are [Cl:1][C:2]1[CH:18]=[CH:17][C:5]2[CH2:6][CH2:7][N:8]([C:11](=[O:16])[C:12]([F:15])([F:14])[F:13])[CH2:9][CH2:10][C:4]=2[C:3]=1OS(C(F)(F)F)(=O)=O.[CH:27]1([C:30]([NH:32][CH2:33][C:34]2[CH:41]=[CH:40][C:37]([CH2:38][NH2:39])=[CH:36][CH:35]=2)=[O:31])[CH2:29][CH2:28]1.C1C=CC(P(C2C(C3C(P(C4C=CC=CC=4)C4C=CC=CC=4)=CC=C4C=3C=CC=C4)=C3C(C=CC=C3)=CC=2)C2C=CC=CC=2)=CC=1.C(=O)([O-])[O-].[Cs+].[Cs+]. The catalyst is C1(C)C=CC=CC=1.C1C=CC(/C=C/C(/C=C/C2C=CC=CC=2)=O)=CC=1.C1C=CC(/C=C/C(/C=C/C2C=CC=CC=2)=O)=CC=1.C1C=CC(/C=C/C(/C=C/C2C=CC=CC=2)=O)=CC=1.[Pd].[Pd]. The product is [Cl:1][C:2]1[CH:18]=[CH:17][C:5]2[CH2:6][CH2:7][N:8]([C:11](=[O:16])[C:12]([F:15])([F:14])[F:13])[CH2:9][CH2:10][C:4]=2[C:3]=1[NH:39][CH2:38][C:37]1[CH:40]=[CH:41][C:34]([CH2:33][NH:32][C:30]([CH:27]2[CH2:28][CH2:29]2)=[O:31])=[CH:35][CH:36]=1. The yield is 0.650. (2) The reactants are F[C:2]1[CH:9]=[CH:8][C:5]([CH:6]=[O:7])=[CH:4][C:3]=1[O:10][CH3:11].[F:12][C:13]([F:22])([F:21])[C:14]1[CH:15]=[C:16]([OH:20])[CH:17]=[CH:18][CH:19]=1.C([O-])([O-])=O.[K+].[K+]. The catalyst is CN(C=O)C. The product is [CH3:11][O:10][C:3]1[CH:4]=[C:5]([CH:8]=[CH:9][C:2]=1[O:20][C:16]1[CH:17]=[CH:18][CH:19]=[C:14]([C:13]([F:12])([F:21])[F:22])[CH:15]=1)[CH:6]=[O:7]. The yield is 0.840. (3) The reactants are [C:1]([O:5][C:6]([N:8]1[CH2:13][CH2:12][N:11]([C:14]2[CH:19]=[CH:18][CH:17]=[CH:16][C:15]=2[O:20][CH2:21][CH:22]([NH2:24])[CH3:23])[CH2:10][CH2:9]1)=[O:7])([CH3:4])([CH3:3])[CH3:2].[CH:25](=O)[CH3:26].[C:28](O[BH-](OC(=O)C)OC(=O)C)(=O)[CH3:29].[Na+]. The catalyst is CO. The product is [C:1]([O:5][C:6]([N:8]1[CH2:13][CH2:12][N:11]([C:14]2[CH:19]=[CH:18][CH:17]=[CH:16][C:15]=2[O:20][CH2:21][CH:22]([N:24]([CH2:25][CH3:26])[CH2:28][CH3:29])[CH3:23])[CH2:10][CH2:9]1)=[O:7])([CH3:4])([CH3:3])[CH3:2]. The yield is 0.900. (4) The reactants are [CH:1](=[O:3])[CH3:2].[CH:4]1[CH:9]=[CH:8][CH:7]=[CH:6][CH:5]=1.C1(C=O)CCCC1. No catalyst specified. The product is [CH:6]1(/[CH:5]=[CH:2]/[CH:1]=[O:3])[CH2:7][CH2:8][CH2:9][CH2:4]1. The yield is 0.580. (5) The catalyst is C(O)C. The reactants are [CH:1]([N:4]1[CH:8]=[C:7]([N+:9]([O-:11])=[O:10])[CH:6]=[C:5]1[C:12]([O:14]CC)=[O:13])([CH3:3])[CH3:2].[OH-].[Na+]. The product is [CH:1]([N:4]1[CH:8]=[C:7]([N+:9]([O-:11])=[O:10])[CH:6]=[C:5]1[C:12]([OH:14])=[O:13])([CH3:3])[CH3:2]. The yield is 0.950. (6) The reactants are [CH2:1]([N:3]([CH2:38][CH3:39])[CH2:4][CH2:5][CH2:6][NH:7][C:8]1[N:9]=[C:10]([C:27]2[CH:28]=[C:29]([CH:33]=[C:34]([F:37])[C:35]=2[CH3:36])[C:30]([OH:32])=O)[C:11]2[CH:17]=[CH:16][C:15](=[O:18])[N:14]([C:19]3[C:24]([F:25])=[CH:23][CH:22]=[CH:21][C:20]=3[F:26])[C:12]=2[N:13]=1)[CH3:2].CN(C(ON1N=NC2C=CC=CC1=2)=[N+](C)C)C.F[P-](F)(F)(F)(F)F.C(N(CC)CC)C.[F:71][C:72]1[CH:78]=[CH:77][C:75]([NH2:76])=[CH:74][CH:73]=1. The catalyst is CN(C=O)C. The product is [CH2:38]([N:3]([CH2:1][CH3:2])[CH2:4][CH2:5][CH2:6][NH:7][C:8]1[N:9]=[C:10]([C:27]2[CH:28]=[C:29]([CH:33]=[C:34]([F:37])[C:35]=2[CH3:36])[C:30]([NH:76][C:75]2[CH:77]=[CH:78][C:72]([F:71])=[CH:73][CH:74]=2)=[O:32])[C:11]2[CH:17]=[CH:16][C:15](=[O:18])[N:14]([C:19]3[C:24]([F:25])=[CH:23][CH:22]=[CH:21][C:20]=3[F:26])[C:12]=2[N:13]=1)[CH3:39]. The yield is 0.580. (7) The reactants are [F:1][C:2]([F:16])([F:15])[C:3]([C:6]1[CH:11]=[CH:10][C:9]([N+:12]([O-])=O)=[CH:8][CH:7]=1)(O)[OH:4].[H][H]. The catalyst is [Pd].C(O)C. The product is [NH2:12][C:9]1[CH:10]=[CH:11][C:6]([CH:3]([OH:4])[C:2]([F:1])([F:15])[F:16])=[CH:7][CH:8]=1. The yield is 1.00. (8) The catalyst is C(O)C. The yield is 0.600. The reactants are [NH2:1][C:2]1[C:10]([CH3:11])=[CH:9][C:8]([CH:12]=O)=[CH:7][C:3]=1[C:4]([OH:6])=[O:5].Cl.C[NH:16][OH:17].[C:18](O)(=O)C. The product is [NH2:1][C:2]1[C:10]([CH3:11])=[CH:9][C:8](/[CH:12]=[N:16]/[O:17][CH3:18])=[CH:7][C:3]=1[C:4]([OH:6])=[O:5].